Task: Predict the product of the given reaction.. Dataset: Forward reaction prediction with 1.9M reactions from USPTO patents (1976-2016) (1) Given the reactants [CH3:1][O:2][C:3]1[C:10](/[CH:11]=[CH:12]/[CH2:13][O:14][CH3:15])=[CH:9][C:8](/[CH:16]=[CH:17]/[CH2:18][O:19][CH3:20])=[CH:7][C:4]=1[CH:5]=[O:6].C, predict the reaction product. The product is: [CH3:1][O:2][C:3]1[C:10]([CH2:11][CH2:12][CH2:13][O:14][CH3:15])=[CH:9][C:8]([CH2:16][CH2:17][CH2:18][O:19][CH3:20])=[CH:7][C:4]=1[CH:5]=[O:6]. (2) Given the reactants [F:1][C:2]([F:19])([C:8]1[CH:13]=[CH:12][C:11]([O:14][C:15]([F:18])([F:17])[F:16])=[CH:10][N:9]=1)[C:3](OCC)=[O:4].[BH4-].[Na+], predict the reaction product. The product is: [F:19][C:2]([F:1])([C:8]1[CH:13]=[CH:12][C:11]([O:14][C:15]([F:16])([F:17])[F:18])=[CH:10][N:9]=1)[CH2:3][OH:4]. (3) Given the reactants Br[C:2]1[N:7]2[CH:8]=[C:9]([NH:11][C:12]([C:14]3[CH:23]=[CH:22][C:21]4[C:16](=[CH:17][CH:18]=[CH:19][CH:20]=4)[N:15]=3)=[O:13])[N:10]=[C:6]2[C:5]([N:24]2[CH2:29][CH2:28][O:27][CH2:26][CH2:25]2)=[N:4][CH:3]=1.CC1(C)C(C)(C)OB([C:38]2[CH:39]=[CH:40][C:41]([N:44]3[CH2:49][CH2:48][N:47]([C:50]([O:52][C:53]([CH3:56])([CH3:55])[CH3:54])=[O:51])[CH2:46][CH2:45]3)=[N:42][CH:43]=2)O1.C([O-])([O-])=O.[K+].[K+], predict the reaction product. The product is: [O:27]1[CH2:28][CH2:29][N:24]([C:5]2[C:6]3[N:7]([CH:8]=[C:9]([NH:11][C:12]([C:14]4[CH:23]=[CH:22][C:21]5[C:16](=[CH:17][CH:18]=[CH:19][CH:20]=5)[N:15]=4)=[O:13])[N:10]=3)[C:2]([C:38]3[CH:39]=[CH:40][C:41]([N:44]4[CH2:49][CH2:48][N:47]([C:50]([O:52][C:53]([CH3:56])([CH3:55])[CH3:54])=[O:51])[CH2:46][CH2:45]4)=[N:42][CH:43]=3)=[CH:3][N:4]=2)[CH2:25][CH2:26]1. (4) Given the reactants [Cl:1][C:2]1[CH:7]=[CH:6][C:5]([C@@H:8]([C:19]2[CH:24]=[CH:23][C:22]([CH:25]3[CH2:30][CH2:29][N:28]([S:31]([NH2:34])(=[O:33])=[O:32])[CH2:27][CH2:26]3)=[CH:21][CH:20]=2)[CH2:9][C:10]([C:12]2[CH:17]=[CH:16][N:15]=[C:14]([CH3:18])[CH:13]=2)=O)=[C:4]([CH3:35])[CH:3]=1.Cl.[NH2:37][OH:38].C(=O)([O-])O.[Na+], predict the reaction product. The product is: [Cl:1][C:2]1[CH:7]=[CH:6][C:5]([C@@H:8]([C:19]2[CH:24]=[CH:23][C:22]([CH:25]3[CH2:30][CH2:29][N:28]([S:31]([NH2:34])(=[O:33])=[O:32])[CH2:27][CH2:26]3)=[CH:21][CH:20]=2)[CH2:9]/[C:10](=[N:37]\[OH:38])/[C:12]2[CH:17]=[CH:16][N:15]=[C:14]([CH3:18])[CH:13]=2)=[C:4]([CH3:35])[CH:3]=1. (5) Given the reactants [OH:1][CH2:2][C:3]([NH:6][C:7]([C:9]1[C:10]2[CH2:11][C@@H:12]3[CH2:24][C@@H:13]3[C:14]=2[N:15]([C:17]2[CH:22]=[CH:21][C:20](Br)=[CH:19][N:18]=2)[N:16]=1)=[O:8])([CH3:5])[CH3:4].[CH:25]1(B(O)O)[CH2:27][CH2:26]1.P([O-])([O-])([O-])=O.[K+].[K+].[K+], predict the reaction product. The product is: [OH:1][CH2:2][C:3]([NH:6][C:7]([C:9]1[C:10]2[CH2:11][C@@H:12]3[CH2:24][C@@H:13]3[C:14]=2[N:15]([C:17]2[CH:22]=[CH:21][C:20]([CH:25]3[CH2:27][CH2:26]3)=[CH:19][N:18]=2)[N:16]=1)=[O:8])([CH3:5])[CH3:4]. (6) Given the reactants [NH2:1][CH:2]1[CH2:6][CH2:5][CH2:4][CH:3]1[NH:7][S:8]([C:11]1[CH:17]=[CH:16][C:14]([CH3:15])=[CH:13][CH:12]=1)(=[O:10])=[O:9].[C:18](O[C:18]([O:20][C:21]([CH3:24])([CH3:23])[CH3:22])=[O:19])([O:20][C:21]([CH3:24])([CH3:23])[CH3:22])=[O:19], predict the reaction product. The product is: [C:21]([O:20][C:18](=[O:19])[NH:1][CH:2]1[CH2:6][CH2:5][CH2:4][CH:3]1[NH:7][S:8]([C:11]1[CH:12]=[CH:13][C:14]([CH3:15])=[CH:16][CH:17]=1)(=[O:10])=[O:9])([CH3:24])([CH3:23])[CH3:22].